Predict which catalyst facilitates the given reaction. From a dataset of Catalyst prediction with 721,799 reactions and 888 catalyst types from USPTO. (1) Reactant: [C:1]1([CH:11]=[CH:12][CH2:13][CH2:14][C:15]2[C:23]3[C:18](=[C:19]([C:24]4[CH:29]=[CH:28][CH:27]=[CH:26][C:25]=4[CH3:30])[CH:20]=[CH:21][CH:22]=3)[NH:17][C:16]=2[C:31]([OH:33])=[O:32])[C:10]2[C:5](=[CH:6][CH:7]=[CH:8][CH:9]=2)[CH:4]=[CH:3][CH:2]=1. Product: [CH3:30][C:25]1[CH:26]=[CH:27][CH:28]=[CH:29][C:24]=1[C:19]1[CH:20]=[CH:21][CH:22]=[C:23]2[C:18]=1[NH:17][C:16]([C:31]([OH:33])=[O:32])=[C:15]2[CH2:14][CH2:13][CH2:12][CH2:11][C:1]1[C:10]2[C:5](=[CH:6][CH:7]=[CH:8][CH:9]=2)[CH:4]=[CH:3][CH:2]=1. The catalyst class is: 604. (2) Reactant: C(=O)([O-])[O-].[K+].[K+].[CH:7]1([CH2:10][N:11]2[C:17](=[O:18])[C@@H:16]([NH:19][C:20]([N:22]3[CH2:27][CH2:26][CH:25]([N:28]4[CH:32]=[C:31]([C:33]5[CH:38]=[CH:37][CH:36]=[CH:35][CH:34]=5)[NH:30][C:29]4=[O:39])[CH2:24][CH2:23]3)=[O:21])[CH2:15][NH:14][C@H:13]([C:40]3[CH:45]=[CH:44][CH:43]=[CH:42][CH:41]=3)[CH2:12]2)[CH2:9][CH2:8]1.[CH2:46](Br)[C:47]1[CH:52]=[CH:51][CH:50]=[CH:49][CH:48]=1. Product: [CH2:46]([N:14]1[CH2:15][C@@H:16]([NH:19][C:20]([N:22]2[CH2:27][CH2:26][CH:25]([N:28]3[CH:32]=[C:31]([C:33]4[CH:34]=[CH:35][CH:36]=[CH:37][CH:38]=4)[NH:30][C:29]3=[O:39])[CH2:24][CH2:23]2)=[O:21])[C:17](=[O:18])[N:11]([CH2:10][CH:7]2[CH2:9][CH2:8]2)[CH2:12][C@@H:13]1[C:40]1[CH:45]=[CH:44][CH:43]=[CH:42][CH:41]=1)[C:47]1[CH:52]=[CH:51][CH:50]=[CH:49][CH:48]=1. The catalyst class is: 21.